Binary Classification. Given a miRNA mature sequence and a target amino acid sequence, predict their likelihood of interaction. From a dataset of Experimentally validated miRNA-target interactions with 360,000+ pairs, plus equal number of negative samples. (1) The miRNA is hsa-miR-6890-3p with sequence CCACUGCCUAUGCCCCACAG. The protein sequence of the target gene is MFRIGRRQLWKHSVTRVLTQRLKGEKEAKRALLDARHNYLFAIVASCLDLNKTEVEDAILEGNQIERIDQLFAVGGLRHLMFYYQDVEEAETGQLGSLGGVNLVSGKIKKPKVFVTEGNDVALTGVCVFFIRTDPSKAITPDNIHQEVSFNMLDAADGGLLNSVRRLLSDIFIPALRATSHGWGELEGLQDAANIRQEFLSSLEGFVNVLSGAQESLKEKVNLRKCDILELKTLKEPTDYLTLANNPETLGKIEDCMKVWIKQTEQVLAENNQLLKEADDVGPRAELEHWKKRLSKFNYL.... Result: 0 (no interaction). (2) The miRNA is hsa-miR-3151-3p with sequence CCUGAUCCCACAGCCCACCU. The protein sequence of the target gene is MTLESMMACCLSDEVKESKRINAEIEKQLRRDKRDARRELKLLLLGTGESGKSTFIKQMRIIHGAGYSEEDKRGFTKLVYQNIFTAMQAMIRAMETLKILYKYEQNKANALLIREVDVEKVTTFEHQYVSAIKTLWEDPGIQECYDRRREYQLSDSAKYYLTDVDRIATLGYLPTQQDVLRVRVPTTGIIEYPFDLENIIFRMVDVGGQRSERRKWIHCFENVTSIMFLVALSEYDQVLVESDNENRMEESKALFRTIITYPWFQNSSVILFLNKKDLLEDKILYSHLVDYFPEFDGPQR.... Result: 0 (no interaction). (3) The miRNA is hsa-miR-4516 with sequence GGGAGAAGGGUCGGGGC. The protein sequence of the target gene is MALVPCQVLRMAILLSYCSILCNYKAIEMPSHQTYGGSWKFLTFIDLVIQAVFFGICVLTDLSSLLTRGSGNQEQERQLKKLISLRDWMLAVLAFPVGVFVVAVFWIIYAYDREMIYPKLLDNFIPGWLNHGMHTTVLPFILIEMRTSHHQYPSRSSGLTAICTFSVGYILWVCWVHHVTGMWVYPFLEHIGPGARIIFFGSTTILMNFLYLLGEVLNNYIWDTQKSMEEEKEKPKLE. Result: 1 (interaction). (4) The miRNA is hsa-miR-301b-3p with sequence CAGUGCAAUGAUAUUGUCAAAGC. The protein sequence of the target gene is MEAVVFVFSLLDCCALIFLSVYFIITLSDLECDYINARSCCSKLNKWVIPELIGHTIVTVLLLMSLHWFIFLLNLPVATWNIYRYIMVPSGNMGVFDPTEIHNRGQLKSHMKEAMIKLGFHLLCFFMYLYSMILALIND. Result: 1 (interaction). (5) The miRNA is mmu-miR-6940-3p with sequence UUACCUUCCGUGCUUGCCCGCAG. The protein sequence of the target gene is MELERIVSAALLAFVQTHLPEADLSGLDEVIFSYVLGVLEDLGPSGPSEENFDMEAFTEMMEAYVPGFAHIPRGTIGDMMQKLSGQLSDARNKENLQPQSSGVQGQVPISPEPLQRPEMLKEETRSSAAAAADTQDEATGAEEELLPGVDVLLEVFPTCSVEQAQWVLAKARGDLEEAVQMLVEGKEEGPAAWEGPNQDLPRRLRGPQKDELKSFILQKYMMVDSAEDQKIHRPMAPKEAPKKLIRYIDNQVVSTKGERFKDVRNPEAEEMKATYINLKPARKYRFH. Result: 0 (no interaction). (6) The miRNA is hsa-miR-6811-5p with sequence AUGCAGGCCUGUGUACAGCACU. The protein sequence of the target gene is MVPPRRHRGAGRPGVLSSSPPFRLRSAKFSGIALEDLRRALKTRLQMVCVFVMNRMNSQNSGFTQRRRMALGIVILLLVDVIWVASSELTSYVFTQYNKPFFSTFAKTSMFVLYLLGFIIWKPWRQQCTRGLRGKHAAFFADAEGYFAACTTDTTMNSSLSEPLYVPVKFHDLPSEKPESTNIDTEKTPKKSRVRFSNIMEIRQLPSSHALEAKLSRMSYPVKEQESILKTVGKLTATQVAKISFFFCFVWFLANLSYQEALSDTQVAIVNILSSTSGLFTLILAAVFPSNSGDRFTLSK.... Result: 1 (interaction).